Dataset: Peptide-MHC class II binding affinity with 134,281 pairs from IEDB. Task: Regression. Given a peptide amino acid sequence and an MHC pseudo amino acid sequence, predict their binding affinity value. This is MHC class II binding data. The peptide sequence is MGNLSSQQLDQRRAL. The MHC is DRB1_0101 with pseudo-sequence DRB1_0101. The binding affinity (normalized) is 0.407.